From a dataset of Full USPTO retrosynthesis dataset with 1.9M reactions from patents (1976-2016). Predict the reactants needed to synthesize the given product. (1) Given the product [F:19][C:17]1[CH:18]=[CH:13][C:14]([N+:20]([O-:22])=[O:21])=[C:15]([O:11][CH2:7][C:8]([CH3:9])=[CH2:10])[CH:16]=1, predict the reactants needed to synthesize it. The reactants are: CC(C)([O-])C.[K+].[CH2:7]([OH:11])[C:8](=[CH2:10])[CH3:9].F[C:13]1[CH:18]=[C:17]([F:19])[CH:16]=[CH:15][C:14]=1[N+:20]([O-:22])=[O:21].O. (2) Given the product [Cl:1][C:2]1[CH:7]=[CH:6][CH:5]=[CH:4][C:3]=1[N:8]([CH3:37])[C:9]([C:11]1[N:12]=[N:13][N:14]([CH2:22][C:23]2[CH:28]=[C:27]([C:29]([F:31])([F:32])[F:30])[CH:26]=[C:25]([C:33]([F:34])([F:36])[F:35])[CH:24]=2)[C:15]=1[N:16]1[CH2:21][CH2:20][N:19]([S:39]([CH3:38])(=[O:41])=[O:40])[CH2:18][CH2:17]1)=[O:10], predict the reactants needed to synthesize it. The reactants are: [Cl:1][C:2]1[CH:7]=[CH:6][CH:5]=[CH:4][C:3]=1[N:8]([CH3:37])[C:9]([C:11]1[N:12]=[N:13][N:14]([CH2:22][C:23]2[CH:28]=[C:27]([C:29]([F:32])([F:31])[F:30])[CH:26]=[C:25]([C:33]([F:36])([F:35])[F:34])[CH:24]=2)[C:15]=1[N:16]1[CH2:21][CH2:20][NH:19][CH2:18][CH2:17]1)=[O:10].[CH3:38][S:39](Cl)(=[O:41])=[O:40].O. (3) Given the product [Br:1][C:2]1[CH:13]=[CH:12][C:5]2[C:6](=[O:11])[N:7]([CH3:17])[CH2:8][CH2:9][CH2:10][C:4]=2[CH:3]=1, predict the reactants needed to synthesize it. The reactants are: [Br:1][C:2]1[CH:13]=[CH:12][C:5]2[C:6](=[O:11])[NH:7][CH2:8][CH2:9][CH2:10][C:4]=2[CH:3]=1.[H-].[Na+].I[CH3:17].O. (4) Given the product [CH3:26][O:25][CH2:24][CH2:23][N:1]1[CH:5]=[C:4]([C:6]([O:8][CH2:9][CH3:10])=[O:7])[CH:3]=[N:2]1, predict the reactants needed to synthesize it. The reactants are: [NH:1]1[CH:5]=[C:4]([C:6]([O:8][CH2:9][CH3:10])=[O:7])[CH:3]=[N:2]1.CN(C=O)C.C([O-])([O-])=O.[K+].[K+].Br[CH2:23][CH2:24][O:25][CH3:26]. (5) Given the product [NH2:31][C:13]1[C:14]([NH:17][CH:18]2[CH2:23][CH2:22][N:21]([C:24]([O:26][C:27]([CH3:30])([CH3:29])[CH3:28])=[O:25])[CH2:20][CH2:19]2)=[N:15][CH:16]=[C:11]([C:2]2[CH:3]=[CH:4][C:5]3[C:10](=[CH:9][CH:8]=[CH:7][CH:6]=3)[CH:1]=2)[CH:12]=1, predict the reactants needed to synthesize it. The reactants are: [CH:1]1[C:10]2[C:5](=[CH:6][CH:7]=[CH:8][CH:9]=2)[CH:4]=[CH:3][C:2]=1[C:11]1[CH:12]=[C:13]([N+:31]([O-])=O)[C:14]([NH:17][CH:18]2[CH2:23][CH2:22][N:21]([C:24]([O:26][C:27]([CH3:30])([CH3:29])[CH3:28])=[O:25])[CH2:20][CH2:19]2)=[N:15][CH:16]=1.